This data is from Forward reaction prediction with 1.9M reactions from USPTO patents (1976-2016). The task is: Predict the product of the given reaction. (1) Given the reactants Cl.[CH3:2][O:3][C:4]1[CH:5]=[C:6]([CH2:12][C:13]([NH2:15])=[NH:14])[CH:7]=[CH:8][C:9]=1[O:10][CH3:11].O.[NH2:17]N.[C:19]([NH:22][CH:23]([CH2:31][CH3:32])[C:24](=O)[C:25](OCC)=[O:26])(=[O:21])[CH3:20], predict the reaction product. The product is: [CH3:2][O:3][C:4]1[CH:5]=[C:6]([CH:7]=[CH:8][C:9]=1[O:10][CH3:11])[CH2:12][C:13]1[NH:15][C:25](=[O:26])[C:24]([CH:23]([NH:22][C:19](=[O:21])[CH3:20])[CH2:31][CH3:32])=[N:17][N:14]=1. (2) Given the reactants [O:1]1[CH:5]=[CH:4][CH:3]=[C:2]1[C:6]([NH:8][CH2:9][C:10]1[N:11]=[C:12]([N:15]2[CH2:18][CH:17]([OH:19])[CH2:16]2)[S:13][CH:14]=1)=[O:7].[CH3:20][S:21](Cl)(=[O:23])=[O:22].C(N(CC)CC)C, predict the reaction product. The product is: [O:1]1[CH:5]=[CH:4][CH:3]=[C:2]1[C:6]([NH:8][CH2:9][C:10]1[N:11]=[C:12]([N:15]2[CH2:16][CH:17]([O:19][S:21]([CH3:20])(=[O:23])=[O:22])[CH2:18]2)[S:13][CH:14]=1)=[O:7]. (3) Given the reactants C([O:3][C:4](=[O:44])[CH2:5][CH2:6][NH:7][C:8](=[O:43])[C:9]1[CH:14]=[CH:13][C:12]([N:15]([C:30]([O:32][C:33]2[CH:38]=[CH:37][C:36]([C:39]([CH3:42])([CH3:41])[CH3:40])=[CH:35][CH:34]=2)=[O:31])[CH2:16][C:17]2[CH:29]=[CH:28][C:27]3[C:26]4[C:21](=[CH:22][CH:23]=[CH:24][CH:25]=4)[CH2:20][C:19]=3[CH:18]=2)=[CH:11][CH:10]=1)C.[OH-].[Na+].C(O)(=O)C, predict the reaction product. The product is: [C:39]([C:36]1[CH:35]=[CH:34][C:33]([O:32][C:30]([N:15]([CH2:16][C:17]2[CH:29]=[CH:28][C:27]3[C:26]4[C:21](=[CH:22][CH:23]=[CH:24][CH:25]=4)[CH2:20][C:19]=3[CH:18]=2)[C:12]2[CH:13]=[CH:14][C:9]([C:8]([NH:7][CH2:6][CH2:5][C:4]([OH:44])=[O:3])=[O:43])=[CH:10][CH:11]=2)=[O:31])=[CH:38][CH:37]=1)([CH3:42])([CH3:40])[CH3:41]. (4) Given the reactants [CH:1]1([CH2:6][CH2:7][C:8](Cl)=[O:9])[CH2:5][CH2:4][CH2:3][CH2:2]1.[Br:11][C:12]1[CH:18]=[C:17]([C:19]([F:22])([F:21])[F:20])[C:15]([NH2:16])=[C:14]([Cl:23])[CH:13]=1.O, predict the reaction product. The product is: [Br:11][C:12]1[CH:18]=[C:17]([C:19]([F:22])([F:21])[F:20])[C:15]([NH:16][C:8](=[O:9])[CH2:7][CH2:6][CH:1]2[CH2:5][CH2:4][CH2:3][CH2:2]2)=[C:14]([Cl:23])[CH:13]=1. (5) Given the reactants [CH2:1]([C:8]1[CH:9]=[C:10]([CH:12]=[C:13]([Br:15])[CH:14]=1)[NH2:11])[C:2]1[CH:7]=[CH:6][CH:5]=[CH:4][CH:3]=1.[CH3:16][N:17]([CH2:21][CH2:22]Cl)[CH2:18][CH2:19]Cl.Cl, predict the reaction product. The product is: [CH2:1]([C:8]1[CH:9]=[C:10]([N:11]2[CH2:22][CH2:21][N:17]([CH3:16])[CH2:18][CH2:19]2)[CH:12]=[C:13]([Br:15])[CH:14]=1)[C:2]1[CH:3]=[CH:4][CH:5]=[CH:6][CH:7]=1. (6) The product is: [F:30][C:17]1[CH:16]=[C:15]([C:14]([N:11]2[CH2:12][CH2:13][NH:8][CH2:9][CH2:10]2)=[O:31])[CH:20]=[CH:19][C:18]=1[N:21]1[C@H:25]([CH2:26][O:27][CH3:28])[CH2:24][O:23][C:22]1=[O:29]. Given the reactants C(OC([N:8]1[CH2:13][CH2:12][N:11]([C:14](=[O:31])[C:15]2[CH:20]=[CH:19][C:18]([N:21]3[C@H:25]([CH2:26][O:27][CH3:28])[CH2:24][O:23][C:22]3=[O:29])=[C:17]([F:30])[CH:16]=2)[CH2:10][CH2:9]1)=O)(C)(C)C.Cl.C(OCC)(=O)C.C(=O)([O-])O.[Na+], predict the reaction product. (7) Given the reactants [CH3:1][O:2][C:3]1[CH:4]=[C:5]([Mg]Br)[CH:6]=[CH:7][CH:8]=1.Cl[C:12]1[C:13](=[O:19])[NH:14][N:15]=[CH:16][C:17]=1[Cl:18].[Cl-].[NH4+], predict the reaction product. The product is: [Cl:18][C:17]1[CH:16]=[N:15][NH:14][C:13](=[O:19])[C:12]=1[C:5]1[CH:6]=[CH:7][CH:8]=[C:3]([O:2][CH3:1])[CH:4]=1.